The task is: Binary Classification. Given a T-cell receptor sequence (or CDR3 region) and an epitope sequence, predict whether binding occurs between them.. This data is from TCR-epitope binding with 47,182 pairs between 192 epitopes and 23,139 TCRs. (1) The TCR CDR3 sequence is CASSSEDTEAFF. Result: 0 (the TCR does not bind to the epitope). The epitope is RILGAGCFV. (2) Result: 0 (the TCR does not bind to the epitope). The TCR CDR3 sequence is CASSQEMTGGDYYTF. The epitope is EIYKRWII. (3) The epitope is PROT_97E67BCC. The TCR CDR3 sequence is CASSPGTSGVGKQFF. Result: 1 (the TCR binds to the epitope).